Task: Predict the reaction yield, written as a fraction of the theoretical maximum amount of product (1.0 means a 100% yield; for example, 0.34 means a 34% yield).. Dataset: Reaction yield outcomes from USPTO patents with 853,638 reactions (1) The reactants are Cl.[Cl:2][C:3]1[N:4]=[CH:5][C:6]2[C:11]([CH:12]=1)=[CH:10][C:9]([C@H:13]([NH2:15])[CH3:14])=[CH:8][CH:7]=2.C(N(CC)CC)C.[C:23](O[C:23]([O:25][C:26]([CH3:29])([CH3:28])[CH3:27])=[O:24])([O:25][C:26]([CH3:29])([CH3:28])[CH3:27])=[O:24]. The catalyst is ClCCl. The product is [C:26]([O:25][C:23](=[O:24])[NH:15][C@@H:13]([C:9]1[CH:10]=[C:11]2[C:6](=[CH:7][CH:8]=1)[CH:5]=[N:4][C:3]([Cl:2])=[CH:12]2)[CH3:14])([CH3:29])([CH3:28])[CH3:27]. The yield is 0.790. (2) The reactants are [Cl:1][C:2]1[CH:7]=[CH:6][C:5]([OH:8])=[CH:4][CH:3]=1.[C:9]([O:13][C:14]([N:16]1[CH2:20][CH2:19][C@@H:18]([O:21][C:22]2[CH:27]=[CH:26][C:25](I)=[CH:24][CH:23]=2)[CH2:17]1)=[O:15])([CH3:12])([CH3:11])[CH3:10].C(=O)([O-])[O-].[Cs+].[Cs+]. The catalyst is [Cu](I)I.Cl.CN(C)CC(O)=O.O1CCOCC1. The product is [C:9]([O:13][C:14]([N:16]1[CH2:20][CH2:19][C@@H:18]([O:21][C:22]2[CH:27]=[CH:26][C:25]([O:8][C:5]3[CH:6]=[CH:7][C:2]([Cl:1])=[CH:3][CH:4]=3)=[CH:24][CH:23]=2)[CH2:17]1)=[O:15])([CH3:12])([CH3:10])[CH3:11]. The yield is 0.900. (3) The yield is 0.107. The catalyst is C1COCC1. The reactants are [C:1]([C:5]1[CH:10]=[CH:9][C:8]([C:11]2[CH:19]=[C:18]3[C:14]([CH:15]=[CH:16][N:17]3[CH3:20])=[CH:13][CH:12]=2)=[CH:7][CH:6]=1)([CH3:4])([CH3:3])[CH3:2].C([Li])CCC.[C:26](=[O:28])=[O:27]. The product is [C:1]([C:5]1[CH:6]=[CH:7][C:8]([C:11]2[CH:19]=[C:18]3[C:14]([C:15]([C:26]([OH:28])=[O:27])=[CH:16][N:17]3[CH3:20])=[CH:13][CH:12]=2)=[CH:9][CH:10]=1)([CH3:4])([CH3:2])[CH3:3].